This data is from Full USPTO retrosynthesis dataset with 1.9M reactions from patents (1976-2016). The task is: Predict the reactants needed to synthesize the given product. (1) The reactants are: [H-].[H-].[H-].[H-].[Li+].[Al+3].[CH3:7][C:8]1([CH3:19])[C:13](=O)[NH:12][C:11]2[CH:15]=[CH:16][CH:17]=[CH:18][C:10]=2[O:9]1. Given the product [CH3:7][C:8]1([CH3:19])[CH2:13][NH:12][C:11]2[CH:15]=[CH:16][CH:17]=[CH:18][C:10]=2[O:9]1, predict the reactants needed to synthesize it. (2) Given the product [NH2:1][C:2]1[C:11]([F:12])=[C:10]([NH:38][CH2:37][CH2:36][NH:35][C:30]2[CH:31]=[CH:32][CH:33]=[CH:34][N:29]=2)[C:9]([O:14][CH3:15])=[C:8]2[C:3]=1[C:4](=[O:28])[C:5]([C:25]([OH:27])=[O:26])=[C:6]([C:19]1[CH:20]=[CH:21][CH:22]=[CH:23][CH:24]=1)[N:7]2[CH:16]1[CH2:18][CH2:17]1, predict the reactants needed to synthesize it. The reactants are: [NH2:1][C:2]1[C:11]([F:12])=[C:10](F)[C:9]([O:14][CH3:15])=[C:8]2[C:3]=1[C:4](=[O:28])[C:5]([C:25]([OH:27])=[O:26])=[C:6]([C:19]1[CH:24]=[CH:23][CH:22]=[CH:21][CH:20]=1)[N:7]2[CH:16]1[CH2:18][CH2:17]1.[N:29]1[CH:34]=[CH:33][CH:32]=[CH:31][C:30]=1[NH:35][CH2:36][CH2:37][NH2:38].C(N(CC)CC)C.[NH4+].[Cl-]. (3) The reactants are: [Cl:1][C:2]1[C:3]([C:8]2[NH:12][CH:11]=[N:10][N:9]=2)=[C:4]([NH2:7])[S:5][CH:6]=1.[O:13]=[C:14]1[CH2:23][CH2:22][C:21]2[C:16](=[CH:17][CH:18]=[CH:19][N:20]=2)[N:15]1[CH2:24][C:25](O)=[O:26]. Given the product [Cl:1][C:2]1[C:3]([C:8]2[N:12]=[CH:11][NH:10][N:9]=2)=[C:4]([NH:7][C:25](=[O:26])[CH2:24][N:15]2[C:16]3[C:21](=[N:20][CH:19]=[CH:18][CH:17]=3)[CH2:22][CH2:23][C:14]2=[O:13])[S:5][CH:6]=1, predict the reactants needed to synthesize it. (4) Given the product [C:6]1([CH:12]2[CH2:13][NH:14][C:28]([C:27]3[CH:31]=[CH:32][N:33]=[C:25]([NH:24][C:16](=[O:23])[C:17]4[CH:18]=[CH:19][CH:20]=[CH:21][CH:22]=4)[CH:26]=3)=[N:15]2)[CH:11]=[CH:10][CH:9]=[CH:8][CH:7]=1, predict the reactants needed to synthesize it. The reactants are: NCC(N)C.[C:6]1([CH:12]([NH2:15])[CH2:13][NH2:14])[CH:11]=[CH:10][CH:9]=[CH:8][CH:7]=1.[C:16]([NH:24][C:25]1[CH:26]=[C:27]([CH:31]=[CH:32][N:33]=1)[C:28](O)=O)(=[O:23])[C:17]1[CH:22]=[CH:21][CH:20]=[CH:19][CH:18]=1.